Predict the reaction yield, written as a fraction of the theoretical maximum amount of product (1.0 means a 100% yield; for example, 0.34 means a 34% yield). From a dataset of Reaction yield outcomes from USPTO patents with 853,638 reactions. (1) The reactants are [CH2:1]([NH:8][CH2:9][CH2:10][NH:11][C:12](=[O:18])[O:13][C:14]([CH3:17])([CH3:16])[CH3:15])[C:2]1[CH:7]=[CH:6][CH:5]=[CH:4][CH:3]=1.[CH2:19]=O. The catalyst is C([O-])(O)=O.[Na+]. The product is [CH2:1]([N:8]([CH3:19])[CH2:9][CH2:10][NH:11][C:12](=[O:18])[O:13][C:14]([CH3:15])([CH3:17])[CH3:16])[C:2]1[CH:7]=[CH:6][CH:5]=[CH:4][CH:3]=1. The yield is 0.468. (2) The reactants are [F:1][C:2]([F:32])([F:31])[C:3]1[CH:8]=[CH:7][C:6]([C:9]2[N:10]=[CH:11][C:12]([NH:15][CH:16]([C:20]3[CH:30]=[CH:29][C:23]([C:24]([O:26]CC)=[O:25])=[CH:22][CH:21]=3)[CH2:17][CH2:18][CH3:19])=[N:13][CH:14]=2)=[CH:5][CH:4]=1.CO.[OH-].[Na+]. The catalyst is C1COCC1. The product is [F:32][C:2]([F:1])([F:31])[C:3]1[CH:8]=[CH:7][C:6]([C:9]2[N:10]=[CH:11][C:12]([NH:15][CH:16]([C:20]3[CH:21]=[CH:22][C:23]([C:24]([OH:26])=[O:25])=[CH:29][CH:30]=3)[CH2:17][CH2:18][CH3:19])=[N:13][CH:14]=2)=[CH:5][CH:4]=1. The yield is 0.871. (3) The reactants are [Br:1][C:2]1[CH:32]=[CH:31][C:5]([O:6][C:7]2[C:16]3[C:11](=[CH:12][C:13]([O:19][CH2:20][CH2:21][CH2:22][NH:23]C(OC(C)(C)C)=O)=[C:14]([O:17][CH3:18])[CH:15]=3)[N:10]=[CH:9][N:8]=2)=[C:4]([F:33])[CH:3]=1. The catalyst is FC(F)(F)C(O)=O. The product is [NH2:23][CH2:22][CH2:21][CH2:20][O:19][C:13]1[CH:12]=[C:11]2[C:16]([C:7]([O:6][C:5]3[CH:31]=[CH:32][C:2]([Br:1])=[CH:3][C:4]=3[F:33])=[N:8][CH:9]=[N:10]2)=[CH:15][C:14]=1[O:17][CH3:18]. The yield is 1.00. (4) The reactants are [CH3:1][C:2]([C:7]1[CH:12]=[CH:11][C:10]([N+:13]([O-:15])=[O:14])=[CH:9][CH:8]=1)([CH3:6])[C:3]([OH:5])=[O:4].[CH3:16][Si](C=[N+]=[N-])(C)C.N#N. The catalyst is CO.C1C=CC=CC=1. The product is [CH3:16][O:4][C:3](=[O:5])[C:2]([CH3:1])([C:7]1[CH:12]=[CH:11][C:10]([N+:13]([O-:15])=[O:14])=[CH:9][CH:8]=1)[CH3:6]. The yield is 0.880. (5) The reactants are [F:1][CH:2]([F:14])[O:3][C:4]1[CH:9]=[C:8]([F:10])[C:7]([CH2:11]O)=[C:6]([F:13])[CH:5]=1.[BrH:15]. The catalyst is C(OCC)C. The product is [Br:15][CH2:11][C:7]1[C:8]([F:10])=[CH:9][C:4]([O:3][CH:2]([F:14])[F:1])=[CH:5][C:6]=1[F:13]. The yield is 0.670. (6) The reactants are [CH3:1][O:2][C:3]1[CH:8]=[CH:7][C:6]([N+:9]([O-:11])=[O:10])=[CH:5][C:4]=1[N:12]([CH3:17])[C:13](=O)[CH2:14][CH3:15].B.CSC. The catalyst is C1COCC1. The product is [CH3:1][O:2][C:3]1[CH:8]=[CH:7][C:6]([N+:9]([O-:11])=[O:10])=[CH:5][C:4]=1[N:12]([CH3:17])[CH2:13][CH2:14][CH3:15]. The yield is 0.960. (7) The reactants are [F:1][C:2]1[CH:11]=[CH:10][CH:9]=[C:8]2[C:3]=1[CH:4]=[CH:5][CH:6]=[C:7]2[NH:12]C(=O)C.[N+:16]([O-])([OH:18])=[O:17]. The catalyst is CC(O)=O. The product is [NH2:12][C:7]1[C:8]2[C:3](=[C:2]([F:1])[CH:11]=[CH:10][CH:9]=2)[C:4]([N+:16]([O-:18])=[O:17])=[CH:5][CH:6]=1. The yield is 0.270. (8) The reactants are Cl[C:2]1[C:11]2=[N:12][O:13][CH:14]=[C:10]2[C:9]2[CH:8]=[C:7]([Cl:15])[CH:6]=[CH:5][C:4]=2[N:3]=1.[CH3:16][N:17]1[CH2:22][CH2:21][NH:20][CH2:19][CH2:18]1.C([O-])(O)=O.[Na+]. The catalyst is C1COCC1. The product is [Cl:15][C:7]1[CH:6]=[CH:5][C:4]2[N:3]=[C:2]([N:20]3[CH2:21][CH2:22][N:17]([CH3:16])[CH2:18][CH2:19]3)[C:11]3=[N:12][O:13][CH:14]=[C:10]3[C:9]=2[CH:8]=1. The yield is 0.590. (9) The reactants are [NH2:1][C:2]1[C:11]2=[CH:12][N:13]([CH:15]3[C:19]([OH:21])([CH3:20])[CH:18]([OH:22])[CH:17]([C:23]([CH3:31])([CH3:30])[O:24][SiH2:25][C:26]([CH3:29])([CH3:28])[CH3:27])[O:16]3)[N:14]=[C:9]3[C:10]2=[C:4]([C:5](=[O:32])[NH:6][N:7]=[CH:8]3)[CH:3]=1.C1CCC(N=C=NC2CCCCC2)CC1.[C:48](O)(=[O:50])[CH3:49]. The catalyst is CN(C1C=CN=CC=1)C.CN(C=O)C. The product is [NH2:1][C:2]1[C:11]2=[CH:12][N:13]([CH:15]3[O:16][CH:17]([C:23]([CH3:31])([CH3:30])[O:24][SiH2:25][C:26]([CH3:29])([CH3:28])[CH3:27])[CH:18]([O:22][C:48](=[O:50])[CH3:49])[C:19]3([OH:21])[CH3:20])[N:14]=[C:9]3[C:10]2=[C:4]([C:5](=[O:32])[NH:6][N:7]=[CH:8]3)[CH:3]=1. The yield is 0.780.